Dataset: NCI-60 drug combinations with 297,098 pairs across 59 cell lines. Task: Regression. Given two drug SMILES strings and cell line genomic features, predict the synergy score measuring deviation from expected non-interaction effect. (1) Synergy scores: CSS=23.2, Synergy_ZIP=-6.83, Synergy_Bliss=-1.05, Synergy_Loewe=-10.1, Synergy_HSA=-7.38. Drug 2: C1=NC(=NC(=O)N1C2C(C(C(O2)CO)O)O)N. Drug 1: C1=CC(=CC=C1C#N)C(C2=CC=C(C=C2)C#N)N3C=NC=N3. Cell line: UO-31. (2) Drug 1: C(=O)(N)NO. Drug 2: COCCOC1=C(C=C2C(=C1)C(=NC=N2)NC3=CC=CC(=C3)C#C)OCCOC.Cl. Cell line: MCF7. Synergy scores: CSS=0.507, Synergy_ZIP=-0.580, Synergy_Bliss=0.00754, Synergy_Loewe=-3.42, Synergy_HSA=-1.87. (3) Drug 1: CN(CCCl)CCCl.Cl. Drug 2: CN(C(=O)NC(C=O)C(C(C(CO)O)O)O)N=O. Cell line: HT29. Synergy scores: CSS=5.26, Synergy_ZIP=-2.47, Synergy_Bliss=2.87, Synergy_Loewe=-4.59, Synergy_HSA=0.857. (4) Drug 1: C#CCC(CC1=CN=C2C(=N1)C(=NC(=N2)N)N)C3=CC=C(C=C3)C(=O)NC(CCC(=O)O)C(=O)O. Drug 2: C1C(C(OC1N2C=NC3=C2NC=NCC3O)CO)O. Cell line: OVCAR-8. Synergy scores: CSS=-0.794, Synergy_ZIP=0.976, Synergy_Bliss=2.77, Synergy_Loewe=-2.67, Synergy_HSA=-1.26. (5) Drug 1: CC(C1=C(C=CC(=C1Cl)F)Cl)OC2=C(N=CC(=C2)C3=CN(N=C3)C4CCNCC4)N. Drug 2: CC(C)CN1C=NC2=C1C3=CC=CC=C3N=C2N. Cell line: SN12C. Synergy scores: CSS=6.17, Synergy_ZIP=-0.274, Synergy_Bliss=0.163, Synergy_Loewe=-1.25, Synergy_HSA=0.249. (6) Drug 1: C1=CC(=CC=C1CC(C(=O)O)N)N(CCCl)CCCl.Cl. Drug 2: C1=CN(C(=O)N=C1N)C2C(C(C(O2)CO)O)O.Cl. Cell line: HOP-62. Synergy scores: CSS=65.3, Synergy_ZIP=-0.0717, Synergy_Bliss=1.97, Synergy_Loewe=-17.6, Synergy_HSA=2.67. (7) Drug 1: CC1=C2C(C(=O)C3(C(CC4C(C3C(C(C2(C)C)(CC1OC(=O)C(C(C5=CC=CC=C5)NC(=O)C6=CC=CC=C6)O)O)OC(=O)C7=CC=CC=C7)(CO4)OC(=O)C)O)C)OC(=O)C. Drug 2: C1CNP(=O)(OC1)N(CCCl)CCCl. Cell line: NCI-H460. Synergy scores: CSS=47.2, Synergy_ZIP=0.832, Synergy_Bliss=0.259, Synergy_Loewe=-59.0, Synergy_HSA=-0.697. (8) Drug 1: CNC(=O)C1=NC=CC(=C1)OC2=CC=C(C=C2)NC(=O)NC3=CC(=C(C=C3)Cl)C(F)(F)F. Drug 2: CC12CCC3C(C1CCC2OP(=O)(O)O)CCC4=C3C=CC(=C4)OC(=O)N(CCCl)CCCl.[Na+]. Cell line: HCT-15. Synergy scores: CSS=34.2, Synergy_ZIP=12.2, Synergy_Bliss=15.1, Synergy_Loewe=2.17, Synergy_HSA=3.65. (9) Drug 1: C(CC(=O)O)C(=O)CN.Cl. Drug 2: C1CN(CCN1C(=O)CCBr)C(=O)CCBr. Cell line: OVCAR-4. Synergy scores: CSS=4.25, Synergy_ZIP=-3.76, Synergy_Bliss=-2.01, Synergy_Loewe=-5.82, Synergy_HSA=-3.86. (10) Drug 1: CN1C(=O)N2C=NC(=C2N=N1)C(=O)N. Drug 2: C1CN1C2=NC(=NC(=N2)N3CC3)N4CC4. Cell line: MCF7. Synergy scores: CSS=10.9, Synergy_ZIP=-0.766, Synergy_Bliss=1.01, Synergy_Loewe=-13.1, Synergy_HSA=-1.50.